This data is from Full USPTO retrosynthesis dataset with 1.9M reactions from patents (1976-2016). The task is: Predict the reactants needed to synthesize the given product. (1) Given the product [F:52][C:47]1[C:46]2[CH:45]=[C:44]3[C:53]4[N:54]=[C:37]([C:11]5[C:12]([N:14]([CH3:19])[S:15]([CH3:18])(=[O:17])=[O:16])=[CH:13][C:8]6[O:7][C:6]([N:29]7[CH:34]=[CH:33][CH:32]=[CH:31][C:30]7=[O:35])=[C:5]([C:3]([NH:2][CH3:1])=[O:4])[C:9]=6[CH:10]=5)[CH:38]=[CH:39][C:40]=4[N:41]=[CH:42][N:43]3[C:51]=2[CH:50]=[CH:49][CH:48]=1, predict the reactants needed to synthesize it. The reactants are: [CH3:1][NH:2][C:3]([C:5]1[C:9]2[CH:10]=[C:11](B3OC(C)(C)C(C)(C)O3)[C:12]([N:14]([CH3:19])[S:15]([CH3:18])(=[O:17])=[O:16])=[CH:13][C:8]=2[O:7][C:6]=1[N:29]1[CH:34]=[CH:33][CH:32]=[CH:31][C:30]1=[O:35])=[O:4].Cl[C:37]1[CH:38]=[CH:39][C:40]2[N:41]=[CH:42][N:43]3[C:51]4[CH:50]=[CH:49][CH:48]=[C:47]([F:52])[C:46]=4[CH:45]=[C:44]3[C:53]=2[N:54]=1.C([O-])([O-])=O.[K+].[K+]. (2) Given the product [CH2:29]([N:25]([CH2:26][CH2:27][CH3:28])[C:24]([CH2:23][O:22][C:20]([CH2:19][CH2:18][NH:17][S:16]([C:12]1[CH:11]=[C:10]([CH:15]=[CH:14][CH:13]=1)[C:9]([OH:42])=[O:8])(=[O:34])=[O:33])=[O:21])=[O:32])[CH2:30][CH3:31], predict the reactants needed to synthesize it. The reactants are: C([O:8][C:9](=[O:42])[C:10]1[CH:15]=[CH:14][CH:13]=[C:12]([S:16](=[O:34])(=[O:33])[NH:17][CH2:18][CH2:19][C:20]([O:22][CH2:23][C:24](=[O:32])[N:25]([CH2:29][CH2:30][CH3:31])[CH2:26][CH2:27][CH3:28])=[O:21])[C:11]=1CC1C=CC=CC=1)C1C=CC=CC=1. (3) Given the product [Cl:6][C:7]1[N:11]([CH3:12])[N:10]=[CH:9][C:8]=1[C:13]([N:3]([O:4][CH3:5])[CH3:2])=[O:15], predict the reactants needed to synthesize it. The reactants are: Cl.[CH3:2][NH:3][O:4][CH3:5].[Cl:6][C:7]1[N:11]([CH3:12])[N:10]=[CH:9][C:8]=1[C:13]([OH:15])=O.Cl.CN(C)CCCN=C=NCC.O.ON1C2C=CC=CC=2N=N1. (4) Given the product [C:4]1([N:15]2[N:16]=[N:17][C:18]([C:19]3[CH2:20][CH2:21][N:22]([C:25]([O:27][C:28]([CH3:31])([CH3:30])[CH3:29])=[O:26])[CH2:23][CH:24]=3)=[N:14]2)[CH:9]=[CH:8][CH:7]=[CH:6][CH:5]=1, predict the reactants needed to synthesize it. The reactants are: C(Cl)Cl.[C:4]1(OB(O)O)[CH:9]=[CH:8][CH:7]=[CH:6][CH:5]=1.[N:14]1[NH:15][N:16]=[N:17][C:18]=1[C:19]1[CH2:20][CH2:21][N:22]([C:25]([O:27][C:28]([CH3:31])([CH3:30])[CH3:29])=[O:26])[CH2:23][CH:24]=1.[OH-].[Na+]. (5) The reactants are: [CH2:1]([C:3]1[O:4][C:5]2[C:11]([C:12]([O:14][CH3:15])=[O:13])=[CH:10][C:9]([O:16]C)=[CH:8][C:6]=2[CH:7]=1)[CH3:2].B(Br)(Br)Br. Given the product [CH2:1]([C:3]1[O:4][C:5]2[C:11]([C:12]([O:14][CH3:15])=[O:13])=[CH:10][C:9]([OH:16])=[CH:8][C:6]=2[CH:7]=1)[CH3:2], predict the reactants needed to synthesize it.